From a dataset of Retrosynthesis with 50K atom-mapped reactions and 10 reaction types from USPTO. Predict the reactants needed to synthesize the given product. (1) Given the product CCc1ccc(O)c(Oc2ccccc2C)c1, predict the reactants needed to synthesize it. The reactants are: CCc1ccc(OC)c(Oc2ccccc2C)c1. (2) The reactants are: CCOCCBr.COC(=O)c1ccc(I)c(O)c1. Given the product CCOCCOc1cc(C(=O)OC)ccc1I, predict the reactants needed to synthesize it. (3) The reactants are: CN(c1cc(Cl)nc(C(=O)O)c1Br)C1CCOCC1.Cc1cc(C)c(CN)c(=O)[nH]1. Given the product Cc1cc(C)c(CNC(=O)c2nc(Cl)cc(N(C)C3CCOCC3)c2Br)c(=O)[nH]1, predict the reactants needed to synthesize it. (4) Given the product COC(=O)c1nn(CC(=O)N[C@@H](Cc2cc(F)cc(F)c2)c2ncccc2-c2ccc(F)c(C(N)=O)c2)c2c1COC2, predict the reactants needed to synthesize it. The reactants are: COC(=O)c1n[nH]c2c1COC2.NC(=O)c1cc(-c2cccnc2[C@H](Cc2cc(F)cc(F)c2)NC(=O)CCl)ccc1F. (5) The reactants are: Cc1ccc(CN)cc1.N#C[C@@H]1C[C@H](F)CN1C(=O)CNC12CCC(C(=O)O)(CC1)CC2. Given the product Cc1ccc(CNC(=O)C23CCC(NCC(=O)N4C[C@@H](F)C[C@H]4C#N)(CC2)CC3)cc1, predict the reactants needed to synthesize it. (6) Given the product N#Cc1cc(N2CCOCC2=O)ccc1N, predict the reactants needed to synthesize it. The reactants are: N#Cc1cc(N2CCOCC2=O)ccc1[N+](=O)[O-]. (7) Given the product Cc1ccc(S(=O)(=O)OCC2Cc3c(F)c(F)cc(Br)c3O2)cc1, predict the reactants needed to synthesize it. The reactants are: Cc1ccc(S(=O)(=O)Cl)cc1.OCC1Cc2c(F)c(F)cc(Br)c2O1. (8) Given the product CC(CO)OC1CN(C(=O)OC(C)(C)C)C1, predict the reactants needed to synthesize it. The reactants are: CCOC(=O)C(C)OC1CN(C(=O)OC(C)(C)C)C1.